From a dataset of Forward reaction prediction with 1.9M reactions from USPTO patents (1976-2016). Predict the product of the given reaction. (1) Given the reactants [CH2:1]([CH:8]1[CH2:13][CH2:12][N:11]([CH2:14][CH:15]([O:30][Si:31]([C:34]([CH3:37])([CH3:36])[CH3:35])([CH3:33])[CH3:32])[CH2:16][NH:17][C:18]([C:20]2[CH:29]=[CH:28][C:23]3[NH:24][C:25](=[O:27])[O:26][C:22]=3[CH:21]=2)=O)[CH2:10][CH2:9]1)[C:2]1[CH:7]=[CH:6][CH:5]=[CH:4][CH:3]=1.COC1C=CC(P2(SP(C3C=CC(OC)=CC=3)(=S)S2)=[S:47])=CC=1, predict the reaction product. The product is: [CH2:1]([CH:8]1[CH2:13][CH2:12][N:11]([CH2:14][CH:15]([O:30][Si:31]([C:34]([CH3:37])([CH3:36])[CH3:35])([CH3:33])[CH3:32])[CH2:16][NH:17][C:18]([C:20]2[CH:29]=[CH:28][C:23]3[NH:24][C:25](=[O:27])[O:26][C:22]=3[CH:21]=2)=[S:47])[CH2:10][CH2:9]1)[C:2]1[CH:7]=[CH:6][CH:5]=[CH:4][CH:3]=1. (2) Given the reactants [CH3:1][O:2][C:3](=[O:18])[C@@H:4]([O:15][CH2:16][CH3:17])[CH2:5][C:6]1[C:11]([CH3:12])=[CH:10][C:9]([OH:13])=[CH:8][C:7]=1[CH3:14].[C:19]([C:23]1[O:24][C:25]([CH3:30])=[C:26]([CH2:28]Cl)[N:27]=1)([CH3:22])([CH3:21])[CH3:20].C(=O)([O-])[O-].[Cs+].[Cs+].[I-].[K+], predict the reaction product. The product is: [CH3:1][O:2][C:3](=[O:18])[C@@H:4]([O:15][CH2:16][CH3:17])[CH2:5][C:6]1[C:11]([CH3:12])=[CH:10][C:9]([O:13][CH2:28][C:26]2[N:27]=[C:23]([C:19]([CH3:22])([CH3:21])[CH3:20])[O:24][C:25]=2[CH3:30])=[CH:8][C:7]=1[CH3:14]. (3) Given the reactants [OH:1][C:2]1[CH:7]=[CH:6][C:5]([C:8]2([C:14]#[N:15])[CH2:13][CH2:12][O:11][CH2:10][CH2:9]2)=[CH:4][CH:3]=1.Cl[CH2:17][CH2:18][CH:19]1[CH2:23][CH2:22][CH2:21][N:20]1[CH3:24].C([O-])([O-])=O.[K+].[K+], predict the reaction product. The product is: [CH3:24][N:20]1[CH2:21][CH2:22][CH2:23][CH:19]1[CH2:18][CH2:17][O:1][C:2]1[CH:7]=[CH:6][C:5]([C:8]2([C:14]#[N:15])[CH2:13][CH2:12][O:11][CH2:10][CH2:9]2)=[CH:4][CH:3]=1.